This data is from Full USPTO retrosynthesis dataset with 1.9M reactions from patents (1976-2016). The task is: Predict the reactants needed to synthesize the given product. (1) Given the product [C:1]([C:5]1[CH:9]=[C:8]([NH:10][C:11]([NH:13][C@@H:14]2[C:23]3[C:18](=[CH:19][CH:20]=[CH:21][CH:22]=3)[C@H:17]([O:24][C:25]3[CH:26]=[CH:27][C:28]4[N:29]([C:31]([N:34]5[CH2:39][CH2:38][CH2:37][CH2:36][C@@H:35]5[CH3:40])=[N:32][N:33]=4)[CH:30]=3)[CH2:16][CH2:15]2)=[O:12])[N:7]([C:41]2[CH:42]=[CH:43][C:44]([CH2:55][O:56][Si:57]([CH:58]([CH3:59])[CH3:60])([CH:64]([CH3:65])[CH3:66])[CH:61]([CH3:63])[CH3:62])=[C:45]([O:46][CH2:47][CH2:48][N:68]([CH3:69])[CH3:67])[CH:54]=2)[N:6]=1)([CH3:2])([CH3:4])[CH3:3], predict the reactants needed to synthesize it. The reactants are: [C:1]([C:5]1[CH:9]=[C:8]([NH:10][C:11]([NH:13][C@@H:14]2[C:23]3[C:18](=[CH:19][CH:20]=[CH:21][CH:22]=3)[C@H:17]([O:24][C:25]3[CH:26]=[CH:27][C:28]4[N:29]([C:31]([N:34]5[CH2:39][CH2:38][CH2:37][CH2:36][C@@H:35]5[CH3:40])=[N:32][N:33]=4)[CH:30]=3)[CH2:16][CH2:15]2)=[O:12])[N:7]([C:41]2[CH:42]=[CH:43][C:44]([CH2:55][O:56][Si:57]([CH:64]([CH3:66])[CH3:65])([CH:61]([CH3:63])[CH3:62])[CH:58]([CH3:60])[CH3:59])=[C:45]([CH:54]=2)[O:46][CH2:47][CH2:48]OS(C)(=O)=O)[N:6]=1)([CH3:4])([CH3:3])[CH3:2].[CH3:67][NH:68][CH3:69]. (2) The reactants are: [F:1][C:2]1([F:29])[CH2:7][CH2:6][N:5]([C:8]([C:10]2[NH:11][C:12]3[C:17]([CH:18]=2)=[CH:16][C:15]([C:19]([N:21]2[CH2:25][CH2:24][CH:23]([N:26]([CH3:28])[CH3:27])[CH2:22]2)=[O:20])=[CH:14][CH:13]=3)=[O:9])[CH2:4][CH2:3]1.[H-].[Na+].[CH:32]1([CH2:35]Br)[CH2:34][CH2:33]1. Given the product [CH:32]1([CH2:35][N:11]2[C:12]3[C:17](=[CH:16][C:15]([C:19]([N:21]4[CH2:25][CH2:24][CH:23]([N:26]([CH3:27])[CH3:28])[CH2:22]4)=[O:20])=[CH:14][CH:13]=3)[CH:18]=[C:10]2[C:8]([N:5]2[CH2:6][CH2:7][C:2]([F:1])([F:29])[CH2:3][CH2:4]2)=[O:9])[CH2:34][CH2:33]1, predict the reactants needed to synthesize it. (3) Given the product [F:19][C:13]1[CH:14]=[C:15]([CH:16]=[CH:17][C:12]=1[O:11][C:4]1[CH:3]=[CH:2][N:7]=[C:6]2[NH:8][CH:9]=[CH:10][C:5]=12)[NH2:18], predict the reactants needed to synthesize it. The reactants are: Cl[C:2]1[N:7]=[C:6]2[NH:8][CH:9]=[CH:10][C:5]2=[C:4]([O:11][C:12]2[CH:17]=[CH:16][C:15]([NH2:18])=[CH:14][C:13]=2[F:19])[CH:3]=1. (4) Given the product [CH2:1]([O:3][CH:4]([O:12][CH2:13][CH3:14])[C:5]1[CH:10]=[CH:9][CH:8]=[CH:7][C:6]=1[CH:22]=[O:23])[CH3:2], predict the reactants needed to synthesize it. The reactants are: [CH2:1]([O:3][CH:4]([O:12][CH2:13][CH3:14])[C:5]1[CH:10]=[CH:9][CH:8]=[CH:7][C:6]=1Br)[CH3:2].C([Li])CCC.CN(C)[CH:22]=[O:23].O. (5) Given the product [Br:7][CH2:8][CH2:9][CH2:10][CH2:11][CH2:12][CH2:13][CH2:14][CH2:15][CH2:16][CH2:17][CH2:18][CH2:19][CH2:20][CH2:21][CH2:2][OH:5], predict the reactants needed to synthesize it. The reactants are: Br.[C:2](=[O:5])(O)[O-].[Na+].[Br:7][CH2:8][CH2:9][CH2:10][CH2:11][CH2:12][CH2:13][CH2:14][CH2:15][CH2:16][CH2:17][CH2:18][CH2:19][CH2:20][CH2:21]CBr. (6) Given the product [C:25]([C:8]1[C:9]([O:11][C:12]2[CH:17]=[CH:16][C:15]([O:18][C:19]3[CH:24]=[CH:23][CH:22]=[CH:21][CH:20]=3)=[CH:14][CH:13]=2)=[N:10][C:5]([NH:28][CH:29]2[CH2:34][CH2:33][CH2:32][N:31]([C:35]([O:37][C:38]([CH3:41])([CH3:40])[CH3:39])=[O:36])[CH2:30]2)=[N:6][CH:7]=1)(=[O:26])[NH2:27], predict the reactants needed to synthesize it. The reactants are: CS([C:5]1[N:10]=[C:9]([O:11][C:12]2[CH:17]=[CH:16][C:15]([O:18][C:19]3[CH:24]=[CH:23][CH:22]=[CH:21][CH:20]=3)=[CH:14][CH:13]=2)[C:8]([C:25]([NH2:27])=[O:26])=[CH:7][N:6]=1)(=O)=O.[NH2:28][CH:29]1[CH2:34][CH2:33][CH2:32][N:31]([C:35]([O:37][C:38]([CH3:41])([CH3:40])[CH3:39])=[O:36])[CH2:30]1.CCN(C(C)C)C(C)C. (7) Given the product [O:36]1[CH2:37][CH2:38][CH2:39][CH2:40][CH:35]1[O:34][NH:33][C:4](/[CH:6]=[CH:7]/[C:8]1[CH:9]=[CH:10][C:11](/[CH:14]=[CH:15]/[C:16]([OH:18])=[O:17])=[CH:12][CH:13]=1)=[O:5], predict the reactants needed to synthesize it. The reactants are: C(O[C:4](/[CH:6]=[CH:7]/[C:8]1[CH:13]=[CH:12][C:11](/[CH:14]=[CH:15]/[C:16]([OH:18])=[O:17])=[CH:10][CH:9]=1)=[O:5])C.C(Cl)CCl.C1C=CC2N(O)N=NC=2C=1.[NH2:33][O:34][CH:35]1[CH2:40][CH2:39][CH2:38][CH2:37][O:36]1.